The task is: Predict the product of the given reaction.. This data is from Forward reaction prediction with 1.9M reactions from USPTO patents (1976-2016). (1) Given the reactants Br[C:2]1[CH:7]=[CH:6][C:5]([CH:8]([NH:10][C:11](=[O:17])[O:12][C:13]([CH3:16])([CH3:15])[CH3:14])[CH3:9])=[CH:4][CH:3]=1.C([Li])CCC.C(N(CC)[C:26](=[O:31])[C:27]([F:30])([F:29])[F:28])C, predict the reaction product. The product is: [F:28][C:27]([F:30])([F:29])[C:26]([C:2]1[CH:7]=[CH:6][C:5]([CH:8]([NH:10][C:11](=[O:17])[O:12][C:13]([CH3:16])([CH3:15])[CH3:14])[CH3:9])=[CH:4][CH:3]=1)=[O:31]. (2) Given the reactants [C:1]1([CH3:24])[CH:6]=[C:5]([CH3:7])[CH:4]=[C:3]([CH3:8])[C:2]=1[CH2:9][C:10]1[N:14]([CH3:15])[C:13]2[C:16]([C:20](OC)=[O:21])=[CH:17][CH:18]=[CH:19][C:12]=2[N:11]=1.[CH2:25]([Li])[CH3:26].[CH:28]1C=CC=C[CH:29]=1.C1CCCCC1.[Cl-].[NH4+], predict the reaction product. The product is: [C:1]1([CH3:24])[CH:6]=[C:5]([CH3:7])[CH:4]=[C:3]([CH3:8])[C:2]=1[CH2:9][C:10]1[N:14]([CH3:15])[C:13]2[C:16]([C:20]([OH:21])([CH2:25][CH3:26])[CH2:28][CH3:29])=[CH:17][CH:18]=[CH:19][C:12]=2[N:11]=1. (3) Given the reactants Cl[C:2]1[CH:7]=[CH:6][C:5]([C:8](=[O:14])[CH2:9][CH2:10][C:11]([OH:13])=[O:12])=[CH:4][C:3]=1[N+:15]([O-:17])=[O:16].C(O)(=O)C.[CH3:22][NH2:23], predict the reaction product. The product is: [CH3:22][NH:23][C:2]1[CH:7]=[CH:6][C:5]([C:8](=[O:14])[CH2:9][CH2:10][C:11]([OH:13])=[O:12])=[CH:4][C:3]=1[N+:15]([O-:17])=[O:16]. (4) Given the reactants [F:1][C:2]([F:24])([F:23])[C:3]1[CH:4]=[C:5]2[C:11]3([CH2:15][CH2:14][N:13]([C:16](OC(C)(C)C)=[O:17])[CH2:12]3)[CH2:10][NH:9][C:6]2=[CH:7][CH:8]=1.Cl[C:26](=[O:32])C(OCC)=O.[NH2:33][C:34]1[S:35][C:36]([O:39][CH3:40])=[CH:37][N:38]=1.[CH3:41][NH2:42].[O:43]1[CH2:47]CCC1, predict the reaction product. The product is: [CH3:40][O:39][C:36]1[S:35][C:34]([NH:33][C:47]([N:9]2[C:6]3[C:5](=[CH:4][C:3]([C:2]([F:23])([F:1])[F:24])=[CH:8][CH:7]=3)[C:11]3([CH2:15][CH2:14][N:13]([C:16](=[O:17])[C:26]([NH:42][CH3:41])=[O:32])[CH2:12]3)[CH2:10]2)=[O:43])=[N:38][CH:37]=1. (5) Given the reactants [Cl:1][C:2]1[CH:3]=[C:4]([CH:19]=[CH:20][C:21]=1[O:22][CH2:23][CH:24]1[CH2:26][CH2:25]1)[C:5]([NH:7][CH:8]1[CH:17]([OH:18])[CH2:16][CH2:15][C:10]2([O:14][CH2:13][CH2:12][O:11]2)[CH2:9]1)=O.C(N(CC)CC)C.O, predict the reaction product. The product is: [Cl:1][C:2]1[CH:3]=[C:4]([C:5]2[O:18][C:17]3[CH2:16][CH2:15][C:10]4([O:14][CH2:13][CH2:12][O:11]4)[CH2:9][C:8]=3[N:7]=2)[CH:19]=[CH:20][C:21]=1[O:22][CH2:23][CH:24]1[CH2:25][CH2:26]1. (6) Given the reactants [CH:1]1([CH2:6][CH:7]([C:11]2[CH:16]=[CH:15][CH:14]=[CH:13][CH:12]=2)[C:8](O)=[O:9])[CH2:5][CH2:4][CH2:3][CH2:2]1.S(Cl)([Cl:19])=O, predict the reaction product. The product is: [CH:1]1([CH2:6][CH:7]([C:11]2[CH:16]=[CH:15][CH:14]=[CH:13][CH:12]=2)[C:8]([Cl:19])=[O:9])[CH2:5][CH2:4][CH2:3][CH2:2]1. (7) Given the reactants [CH3:1][O:2][C:3](=[O:16])[C:4](=O)[CH:5](Cl)[C:6]1[CH:11]=[CH:10][CH:9]=[C:8]([CH3:12])[C:7]=1[CH3:13].[C:17]([NH2:20])(=[S:19])[CH3:18], predict the reaction product. The product is: [CH3:1][O:2][C:3]([C:4]1[N:20]=[C:17]([CH3:18])[S:19][C:5]=1[C:6]1[CH:11]=[CH:10][CH:9]=[C:8]([CH3:12])[C:7]=1[CH3:13])=[O:16].